From a dataset of Full USPTO retrosynthesis dataset with 1.9M reactions from patents (1976-2016). Predict the reactants needed to synthesize the given product. Given the product [CH3:31][N:30]([CH3:29])[C:35]1[C:42]2[C:43](=[CH:44][CH:45]=[CH:46][CH:47]=2)[C:52]([CH:26]([C:3]2[N:4]=[CH:5][N:6]([C:7]([C:14]3[CH:15]=[CH:16][CH:17]=[CH:18][CH:19]=3)([C:8]3[CH:9]=[CH:10][CH:11]=[CH:12][CH:13]=3)[C:20]3[CH:25]=[CH:24][CH:23]=[CH:22][CH:21]=3)[C:2]=2[CH3:1])[OH:27])=[CH:53][CH:48]=1.[CH3:58][N:59]([CH3:72])[C:60]1[C:69]2[C:64](=[CH:65][CH:66]=[CH:67][CH:68]=2)[C:63]([CH:70]([C:31]2[N:30]([C:35]([C:48]3[CH:53]=[CH:52][CH:51]=[CH:50][CH:49]=3)([C:36]3[CH:37]=[CH:38][CH:39]=[CH:40][CH:41]=3)[C:42]3[CH:47]=[CH:46][CH:45]=[CH:44][CH:43]=3)[CH:29]=[N:33][C:32]=2[CH3:34])[OH:71])=[CH:62][CH:61]=1, predict the reactants needed to synthesize it. The reactants are: [CH3:1][C:2]1[N:6]([C:7]([C:20]2[CH:25]=[CH:24][CH:23]=[CH:22][CH:21]=2)([C:14]2[CH:19]=[CH:18][CH:17]=[CH:16][CH:15]=2)[C:8]2[CH:13]=[CH:12][CH:11]=[CH:10][CH:9]=2)[CH:5]=[N:4][C:3]=1[CH2:26][OH:27].I[C:29]1[N:30]([C:35]([C:48]2[CH:53]=[CH:52][CH:51]=[CH:50][CH:49]=2)([C:42]2[CH:47]=[CH:46][CH:45]=[CH:44][CH:43]=2)[C:36]2[CH:41]=[CH:40][CH:39]=[CH:38][CH:37]=2)[CH:31]=[C:32]([CH3:34])[N:33]=1.C([Mg]Br)C.[CH3:58][N:59]([CH3:72])[C:60]1[C:69]2[C:64](=[CH:65][CH:66]=[CH:67][CH:68]=2)[C:63]([CH:70]=[O:71])=[CH:62][CH:61]=1.